This data is from Full USPTO retrosynthesis dataset with 1.9M reactions from patents (1976-2016). The task is: Predict the reactants needed to synthesize the given product. (1) Given the product [CH2:1]([NH:8][C:9]1[N:10]([CH3:18])[N:11]=[C:12]([O:27][C:21]2[CH:26]=[CH:25][CH:24]=[CH:23][CH:22]=2)[C:13]=1[N+:14]([O-:16])=[O:15])[C:2]1[CH:3]=[CH:4][CH:5]=[CH:6][CH:7]=1, predict the reactants needed to synthesize it. The reactants are: [CH2:1]([NH:8][C:9]1[N:10]([CH2:18]CC)[N:11]=[C:12](Br)[C:13]=1[N+:14]([O-:16])=[O:15])[C:2]1[CH:7]=[CH:6][CH:5]=[CH:4][CH:3]=1.[C:21]1([OH:27])[CH:26]=[CH:25][CH:24]=[CH:23][CH:22]=1.C(=O)([O-])[O-]. (2) Given the product [CH:72]1([NH:78][C:2]2[C:11]3[C:6](=[CH:7][CH:8]=[C:9]([C:12]([OH:14])=[O:13])[CH:10]=3)[N:5]=[C:4]([C:16]([F:19])([F:18])[F:17])[CH:3]=2)[CH2:77][CH2:76][CH2:75][CH2:74][CH2:73]1, predict the reactants needed to synthesize it. The reactants are: Cl[C:2]1[C:11]2[C:6](=[CH:7][CH:8]=[C:9]([C:12]([O:14]C)=[O:13])[CH:10]=2)[N:5]=[C:4]([C:16]([F:19])([F:18])[F:17])[CH:3]=1.C1C=CC(P(C2C(C3C(P(C4C=CC=CC=4)C4C=CC=CC=4)=CC=C4C=3C=CC=C4)=C3C(C=CC=C3)=CC=2)C2C=CC=CC=2)=CC=1.C(=O)([O-])[O-].[Cs+].[Cs+].[CH:72]1([NH2:78])[CH2:77][CH2:76][CH2:75][CH2:74][CH2:73]1. (3) Given the product [Br:8][C:7]1[C:2]([S:11]([Cl:15])(=[O:13])=[O:12])=[N:3][CH:4]=[CH:5][CH:6]=1, predict the reactants needed to synthesize it. The reactants are: S[C:2]1[C:7]([Br:8])=[CH:6][CH:5]=[CH:4][N:3]=1.ClCl.[S:11]([Cl:15])(Cl)(=[O:13])=[O:12]. (4) Given the product [F:22][C:2]([F:21])([F:1])[C:3]1[CH:4]=[C:5]([C:9]2[CH:10]=[CH:11][C:12]3[N:18]4[CH2:19][C@H:15]([CH2:16][CH2:17]4)[N:14]([C:33]([NH:44][C:45]4[CH:46]=[C:47]([C:51]5[O:55][C:54]([CH2:56][NH:57][C:58](=[O:67])[O:59][CH2:60][C:61]6[CH:66]=[CH:65][CH:64]=[CH:63][CH:62]=6)=[N:53][CH:52]=5)[CH:48]=[CH:49][CH:50]=4)=[O:35])[C:13]=3[N:20]=2)[CH:6]=[CH:7][CH:8]=1, predict the reactants needed to synthesize it. The reactants are: [F:1][C:2]([F:22])([F:21])[C:3]1[CH:4]=[C:5]([C:9]2[CH:10]=[CH:11][C:12]3[N:18]4[CH2:19][C@H:15]([CH2:16][CH2:17]4)[NH:14][C:13]=3[N:20]=2)[CH:6]=[CH:7][CH:8]=1.CCN(C(C)C)C(C)C.Cl[C:33](Cl)([O:35]C(=O)OC(Cl)(Cl)Cl)Cl.[NH2:44][C:45]1[CH:46]=[C:47]([C:51]2[O:55][C:54]([CH2:56][NH:57][C:58](=[O:67])[O:59][CH2:60][C:61]3[CH:66]=[CH:65][CH:64]=[CH:63][CH:62]=3)=[N:53][CH:52]=2)[CH:48]=[CH:49][CH:50]=1. (5) Given the product [NH2:22][C:20]1[CH:19]=[CH:18][C:14]2[CH2:15][CH2:16][CH2:17][CH:11]([N:10]([CH2:25][C@H:26]([OH:35])[CH2:27][O:28][C:29]3[CH:34]=[CH:33][CH:32]=[CH:31][CH:30]=3)[CH2:3][C:4]3[CH:9]=[CH:8][CH:7]=[CH:6][CH:5]=3)[CH2:12][C:13]=2[CH:21]=1, predict the reactants needed to synthesize it. The reactants are: [Cl-].[NH4+].[CH2:3]([N:10]([CH2:25][C@H:26]([OH:35])[CH2:27][O:28][C:29]1[CH:34]=[CH:33][CH:32]=[CH:31][CH:30]=1)[CH:11]1[CH2:17][CH2:16][CH2:15][C:14]2[CH:18]=[CH:19][C:20]([N+:22]([O-])=O)=[CH:21][C:13]=2[CH2:12]1)[C:4]1[CH:9]=[CH:8][CH:7]=[CH:6][CH:5]=1. (6) The reactants are: [I:1]N1C(=O)CCC1=O.[CH3:9][N:10]1[C:14]([C:15]2[CH:20]=[CH:19][C:18]([C:21]([F:24])([F:23])[F:22])=[CH:17][N:16]=2)=[CH:13][CH:12]=[N:11]1. Given the product [I:1][C:13]1[CH:12]=[N:11][N:10]([CH3:9])[C:14]=1[C:15]1[CH:20]=[CH:19][C:18]([C:21]([F:24])([F:22])[F:23])=[CH:17][N:16]=1, predict the reactants needed to synthesize it. (7) Given the product [CH3:1][C:2]1[CH:7]=[C:6]([N+:8]([O-:10])=[O:9])[CH:5]=[CH:4][C:3]=1[N:11]=[C:12]1[S:16][CH2:15][C:14]2([CH2:17][CH2:18][CH2:19][CH2:20]2)[N:13]1[CH:21]1[CH2:27][CH2:26][CH2:25][CH2:24][CH2:23][CH2:22]1, predict the reactants needed to synthesize it. The reactants are: [CH3:1][C:2]1[CH:7]=[C:6]([N+:8]([O-:10])=[O:9])[CH:5]=[CH:4][C:3]=1[N:11]=[C:12]1[S:16][CH2:15][C:14]2([CH2:20][CH2:19][CH2:18][CH2:17]2)[NH:13]1.[CH:21]1(Br)[CH2:27][CH2:26][CH2:25][CH2:24][CH2:23][CH2:22]1. (8) Given the product [CH3:12][O:11][C:8]1[C:9](=[O:10])[C:4]([C:1]2[N:21]([CH3:19])[N:25]=[CH:24][CH:2]=2)=[N:5][N:6]([C:13]2[CH:18]=[CH:17][CH:16]=[CH:15][CH:14]=2)[CH:7]=1, predict the reactants needed to synthesize it. The reactants are: [C:1]([C:4]1[C:9](=[O:10])[C:8]([O:11][CH3:12])=[CH:7][N:6]([C:13]2[CH:18]=[CH:17][CH:16]=[CH:15][CH:14]=2)[N:5]=1)(=O)[CH3:2].[C:19](#[N:21])C.CO[CH:24](OC)[N:25](C)C.